From a dataset of Forward reaction prediction with 1.9M reactions from USPTO patents (1976-2016). Predict the product of the given reaction. (1) The product is: [Cl:1][C:2]1[CH:7]=[C:6]([O:8][CH3:9])[C:5]([F:10])=[C:4]([SH:11])[CH:3]=1. Given the reactants [Cl:1][C:2]1[CH:3]=[C:4]([S:11](C)=O)[C:5]([F:10])=[C:6]([O:8][CH3:9])[CH:7]=1.C(OC(C(F)(F)F)=O)(C(F)(F)F)=O, predict the reaction product. (2) Given the reactants Br[C:2]1[CH:7]=[CH:6][C:5]([CH2:8][N:9]([CH2:20][C:21]([F:24])([F:23])[F:22])[S:10]([CH2:13][C:14]2[CH:19]=[CH:18][CH:17]=[CH:16][CH:15]=2)(=[O:12])=[O:11])=[C:4]([F:25])[CH:3]=1.C1(P(C2CCCCC2)C2C=CC=CC=2C2C(OC(C)C)=CC=CC=2OC(C)C)CCCCC1.CC(C)([O-])C.[Na+].[N:65]1([C:71](=[O:73])[CH3:72])[CH2:70][CH2:69][NH:68][CH2:67][CH2:66]1, predict the reaction product. The product is: [C:71]([N:65]1[CH2:70][CH2:69][N:68]([C:2]2[CH:7]=[CH:6][C:5]([CH2:8][N:9]([CH2:20][C:21]([F:24])([F:23])[F:22])[S:10]([CH2:13][C:14]3[CH:19]=[CH:18][CH:17]=[CH:16][CH:15]=3)(=[O:12])=[O:11])=[C:4]([F:25])[CH:3]=2)[CH2:67][CH2:66]1)(=[O:73])[CH3:72]. (3) Given the reactants [P:1]([O-:8])([O:5][CH2:6][CH3:7])[O:2][CH2:3][CH3:4].[CH2:9]=[O:10].[C:11]1([CH3:21])[CH:16]=[CH:15][C:14]([S:17](Cl)(=[O:19])=[O:18])=[CH:13][CH:12]=1, predict the reaction product. The product is: [C:11]1([CH3:21])[CH:16]=[CH:15][C:14]([S:17]([O:10][CH2:9][P:1](=[O:8])([O:5][CH2:6][CH3:7])[O:2][CH2:3][CH3:4])(=[O:19])=[O:18])=[CH:13][CH:12]=1. (4) Given the reactants [CH3:1][O:2][C:3]1[CH:4]=[C:5]2[C:10](=[O:11])[O:9][C:7](=O)[C:6]2=[CH:12][C:13]=1[O:14][CH3:15].[CH3:16][C:17]1([CH3:37])[CH:21]([C:22]2[CH:27]=[CH:26][C:25]([CH3:28])=[CH:24][CH:23]=2)[C:20]2[C:29]([CH3:36])=[C:30]([NH2:35])[C:31]([CH3:34])=[C:32]([CH3:33])[C:19]=2[O:18]1.C(N=C=NCCCN(C)C)C.ON1C2C=CC=CC=2N=N1, predict the reaction product. The product is: [CH3:15][O:14][C:13]1[CH:12]=[C:6]2[C:5](=[CH:4][C:3]=1[O:2][CH3:1])[C:10](=[O:11])[N:35]([C:30]1[C:31]([CH3:34])=[C:32]([CH3:33])[C:19]3[O:18][C:17]([CH3:37])([CH3:16])[CH:21]([C:22]4[CH:27]=[CH:26][C:25]([CH3:28])=[CH:24][CH:23]=4)[C:20]=3[C:29]=1[CH3:36])[C:7]2=[O:9]. (5) Given the reactants [CH2:1]([NH:8][C:9](=[O:13])[CH2:10]OC)[C:2]1C=CC=CC=1.[CH2:14]([NH:21][C:22](=[O:29])[C:23]1C=CC=C[CH:24]=1)C1C=CC=CC=1.C(O)C1C=CC=CC=1.C(N)C1C=CC=CC=1, predict the reaction product. The product is: [CH2:1]([NH:8][C:9](=[O:13])[CH3:10])[CH3:2].[CH3:14][NH:21][C:22](=[O:29])[CH2:23][CH3:24]. (6) The product is: [CH:36]1([C:34]([NH:33][C:31]2[N:32]=[C:27]3[CH:26]=[CH:25][C:24]([O:23][C:22]4[CH:39]=[CH:40][C:19]([NH:18][C:7]([C:5]5[C:4](=[O:10])[N:3]([C:11]6[CH:16]=[CH:15][CH:14]=[CH:13][C:12]=6[CH3:17])[N:2]([CH3:1])[CH:6]=5)=[O:9])=[CH:20][C:21]=4[F:41])=[CH:29][N:28]3[CH:30]=2)=[O:35])[CH2:37][CH2:38]1. Given the reactants [CH3:1][N:2]1[CH:6]=[C:5]([C:7]([OH:9])=O)[C:4](=[O:10])[N:3]1[C:11]1[CH:16]=[CH:15][CH:14]=[CH:13][C:12]=1[CH3:17].[NH2:18][C:19]1[CH:40]=[CH:39][C:22]([O:23][C:24]2[CH:25]=[CH:26][C:27]3[N:28]([CH:30]=[C:31]([NH:33][C:34]([CH:36]4[CH2:38][CH2:37]4)=[O:35])[N:32]=3)[CH:29]=2)=[C:21]([F:41])[CH:20]=1.CN(C(ON1N=NC2C=CC=NC1=2)=[N+](C)C)C.F[P-](F)(F)(F)(F)F.C(N(CC)C(C)C)(C)C, predict the reaction product. (7) Given the reactants [Cl:1][C:2]1[C:7]2=[N:8][CH:9]=[C:10]([O:12]C)[N:11]=[C:6]2[CH:5]=[CH:4][N:3]=1.B(Br)(Br)Br.ClCCl, predict the reaction product. The product is: [Cl:1][C:2]1[C:7]2=[N:8][CH:9]=[C:10]([OH:12])[N:11]=[C:6]2[CH:5]=[CH:4][N:3]=1. (8) Given the reactants [NH2:1][C:2]1[CH:11]=[CH:10][C:9]([Br:12])=[CH:8][C:3]=1[C:4]([O:6][CH3:7])=[O:5].[C:13]1([S:19](Cl)(=[O:21])=[O:20])[CH:18]=[CH:17][CH:16]=[CH:15][CH:14]=1, predict the reaction product. The product is: [Br:12][C:9]1[CH:10]=[CH:11][C:2]([NH:1][S:19]([C:13]2[CH:18]=[CH:17][CH:16]=[CH:15][CH:14]=2)(=[O:21])=[O:20])=[C:3]([CH:8]=1)[C:4]([O:6][CH3:7])=[O:5].